From a dataset of Reaction yield outcomes from USPTO patents with 853,638 reactions. Predict the reaction yield, written as a fraction of the theoretical maximum amount of product (1.0 means a 100% yield; for example, 0.34 means a 34% yield). The reactants are [C:1]([O:5][C:6]([N:8]([CH2:26][C:27]([O:29][C:30]([CH3:33])([CH3:32])[CH3:31])=[O:28])[C:9]1[CH:14]=[CH:13][CH:12]=[C:11]([CH2:15][NH:16][S:17]([C:20]2[CH:25]=[CH:24][CH:23]=[CH:22][N:21]=2)(=[O:19])=[O:18])[N:10]=1)=[O:7])([CH3:4])([CH3:3])[CH3:2].[CH3:34][C:35]1[CH:36]=[C:37]([C:41]2[CH:46]=[CH:45][C:44]([CH2:47]O)=[CH:43][CH:42]=2)[CH:38]=[CH:39][CH:40]=1.C(C1C=C(C2C=CC(CO)=CC=2)C=CC=1)=CC.C(P(CCCC)CCCC)CCC.CN(C)C(N=NC(N(C)C)=O)=O. No catalyst specified. The product is [C:1]([O:5][C:6]([N:8]([CH2:26][C:27]([O:29][C:30]([CH3:33])([CH3:32])[CH3:31])=[O:28])[C:9]1[CH:14]=[CH:13][CH:12]=[C:11]([CH:15]([CH2:47][C:44]2[CH:43]=[CH:42][C:41]([C:37]3[CH:38]=[CH:39][CH:40]=[C:35]([CH3:34])[CH:36]=3)=[CH:46][CH:45]=2)[NH:16][S:17]([C:20]2[CH:25]=[CH:24][CH:23]=[CH:22][N:21]=2)(=[O:19])=[O:18])[N:10]=1)=[O:7])([CH3:4])([CH3:3])[CH3:2]. The yield is 0.910.